Dataset: Experimentally validated miRNA-target interactions with 360,000+ pairs, plus equal number of negative samples. Task: Binary Classification. Given a miRNA mature sequence and a target amino acid sequence, predict their likelihood of interaction. (1) The miRNA is mmu-miR-1198-3p with sequence AAGCUAGCCUCUAACUCAUGGC. The protein sequence of the target gene is MMCGAPSATQPATAETQHIADQVRSQLEEKENKKFPVFKAVSFKSQVVAGTNYFIKVHVGDEDFVHLRVFQSLPHENKPLTLSNYQTNKAKHDELTYF. Result: 0 (no interaction). (2) The miRNA is hsa-miR-6870-3p with sequence GCUCAUCCCCAUCUCCUUUCAG. The protein sequence of the target gene is MVQQTNNAENTEALLAGESSDSGAGLELGIASSPTPGSTASTGGKADDPSWCKTPSGHIKRPMNAFMVWSQIERRKIMEQSPDMHNAEISKRLGKRWKLLKDSDKIPFIQEAERLRLKHMADYPDYKYRPRKKVKSGNAGAGSAATAKPGEKGDKVAGSSGHAGSSHAGGGAGGSSKPAPKKSCGPKVAGSSVGKPHAKLVPAGGSKAAASFSPEQAALLPLGEPTAVYKVRTPSAATPAASSSPSSALATPAKHPADKKVKRVYLFGSLGASASPVGGLGASADPSDPLGLYEDGGPGC.... Result: 0 (no interaction).